From a dataset of Forward reaction prediction with 1.9M reactions from USPTO patents (1976-2016). Predict the product of the given reaction. (1) Given the reactants Cl[C:2]1[N:7]=[CH:6][N:5]=[C:4]2[NH:8][N:9]=[CH:10][C:3]=12.[CH3:11][O:12][C:13]1[CH:18]=[CH:17][C:16]([C:19]2[N:20]=[C:21]([CH:24]3[CH2:29][CH2:28][NH:27][CH2:26][CH2:25]3)[NH:22][CH:23]=2)=[CH:15][CH:14]=1.C(O)(C)C.C(N(C(C)C)CC)(C)C, predict the reaction product. The product is: [CH3:11][O:12][C:13]1[CH:18]=[CH:17][C:16]([C:19]2[N:20]=[C:21]([CH:24]3[CH2:29][CH2:28][N:27]([C:2]4[N:7]=[CH:6][N:5]=[C:4]5[NH:8][N:9]=[CH:10][C:3]=45)[CH2:26][CH2:25]3)[NH:22][CH:23]=2)=[CH:15][CH:14]=1. (2) Given the reactants [NH2:1][C:2]1[N:7]=[CH:6][N:5]=[C:4]2[N:8]([CH2:25][C@@H:26]3[CH2:30][CH2:29][CH2:28][N:27]3[C:31](=[O:35])[CH2:32][C:33]#[N:34])[N:9]=[C:10]([C:11]3[CH:16]=[CH:15][C:14]([O:17][C:18]4[CH:23]=[CH:22][CH:21]=[CH:20][CH:19]=4)=[CH:13][C:12]=3[F:24])[C:3]=12.[O:36]1[CH2:39][CH:38]([CH:40]=O)[CH2:37]1.N1CCCC[CH2:43]1, predict the reaction product. The product is: [NH2:1][C:2]1[N:7]=[CH:6][N:5]=[C:4]2[N:8]([CH2:25][C@@H:26]3[CH2:30][CH2:29][CH2:28][N:27]3[C:31]([C:32](=[CH:43][C:38]3([CH3:40])[CH2:39][O:36][CH2:37]3)[C:33]#[N:34])=[O:35])[N:9]=[C:10]([C:11]3[CH:16]=[CH:15][C:14]([O:17][C:18]4[CH:19]=[CH:20][CH:21]=[CH:22][CH:23]=4)=[CH:13][C:12]=3[F:24])[C:3]=12. (3) The product is: [NH2:8][C:6]1[C:5]([O:11][CH3:12])=[CH:4][CH:3]=[C:2]([Br:1])[N:7]=1. Given the reactants [Br:1][C:2]1[N:7]=[C:6]([N+:8]([O-])=O)[C:5]([O:11][CH3:12])=[CH:4][CH:3]=1.C(O)C.[Cl-].[NH4+], predict the reaction product.